This data is from CYP3A4 inhibition data for predicting drug metabolism from PubChem BioAssay. The task is: Regression/Classification. Given a drug SMILES string, predict its absorption, distribution, metabolism, or excretion properties. Task type varies by dataset: regression for continuous measurements (e.g., permeability, clearance, half-life) or binary classification for categorical outcomes (e.g., BBB penetration, CYP inhibition). Dataset: cyp3a4_veith. The result is 0 (non-inhibitor). The drug is O=C(O)c1ccc(/C=N\N=C2c3ccccc3-c3ccccc32)cc1.